From a dataset of Peptide-MHC class II binding affinity with 134,281 pairs from IEDB. Regression. Given a peptide amino acid sequence and an MHC pseudo amino acid sequence, predict their binding affinity value. This is MHC class II binding data. (1) The peptide sequence is KFVDSTVVASVTIID. The MHC is HLA-DQA10401-DQB10402 with pseudo-sequence HLA-DQA10401-DQB10402. The binding affinity (normalized) is 0.266. (2) The peptide sequence is CTDKMFFVKNPTDTG. The MHC is DRB4_0103 with pseudo-sequence DRB4_0103. The binding affinity (normalized) is 0.195. (3) The peptide sequence is IQSIPFVHLGHRDNI. The MHC is DRB1_1001 with pseudo-sequence DRB1_1001. The binding affinity (normalized) is 0.757.